Dataset: Full USPTO retrosynthesis dataset with 1.9M reactions from patents (1976-2016). Task: Predict the reactants needed to synthesize the given product. (1) Given the product [Br:1][C:2]1[CH:7]=[CH:6][C:5]([Cl:8])=[CH:4][C:3]=1[C:9]1[CH:14]=[CH:13][N:12]([CH:15]([CH2:32][C:33]2[CH:34]=[CH:35][N:36]=[CH:37][CH:38]=2)[C:16]([NH:18][C:19]2[CH:31]=[CH:30][C:22]([C:23]([OH:25])=[O:24])=[CH:21][CH:20]=2)=[O:17])[C:11](=[O:39])[CH:10]=1, predict the reactants needed to synthesize it. The reactants are: [Br:1][C:2]1[CH:7]=[CH:6][C:5]([Cl:8])=[CH:4][C:3]=1[C:9]1[CH:14]=[CH:13][N:12]([CH:15]([CH2:32][C:33]2[CH:38]=[CH:37][N:36]=[CH:35][CH:34]=2)[C:16]([NH:18][C:19]2[CH:31]=[CH:30][C:22]([C:23]([O:25]C(C)(C)C)=[O:24])=[CH:21][CH:20]=2)=[O:17])[C:11](=[O:39])[CH:10]=1.C(O)(C(F)(F)F)=O. (2) The reactants are: Cl[C:2]1[C:11]2[C:6](=[CH:7][CH:8]=[C:9]([C:12]3[CH:17]=[CH:16][C:15]([F:18])=[CH:14][CH:13]=3)[CH:10]=2)[N:5]=[CH:4][N:3]=1.[CH:19]1([NH2:24])[CH2:23][CH2:22][CH2:21][CH2:20]1. Given the product [CH:19]1([NH:24][C:2]2[C:11]3[C:6](=[CH:7][CH:8]=[C:9]([C:12]4[CH:17]=[CH:16][C:15]([F:18])=[CH:14][CH:13]=4)[CH:10]=3)[N:5]=[CH:4][N:3]=2)[CH2:23][CH2:22][CH2:21][CH2:20]1, predict the reactants needed to synthesize it. (3) Given the product [CH2:18]([CH:6]1[C:3]2[CH:4]=[CH:5][S:1][C:2]=2[CH2:10][CH2:9][C:8]2[CH:11]=[CH:12][CH:13]=[CH:14][C:7]1=2)[CH:17]=[CH2:16], predict the reactants needed to synthesize it. The reactants are: [S:1]1[CH:5]=[CH:4][C:3]2[CH:6](O)[C:7]3[CH:14]=[CH:13][CH:12]=[CH:11][C:8]=3[CH2:9][CH2:10][C:2]1=2.[CH2:16]([Si](C)(C)C)[CH:17]=[CH2:18]. (4) Given the product [Si:1]([O:8][C@@H:9]1[C@@:26]2([CH3:27])[C:13](=[CH:14][CH:15]=[C:16]3[C@@H:25]2[CH2:24][CH2:23][C@@:21]2([CH3:22])[C@H:17]3[CH2:18][CH:19]=[C:20]2[CH2:28][O:29][CH2:30][C:31]([CH2:46][CH3:47])([OH:32])[CH2:51][CH3:52])[CH2:12][C@@H:11]([O:38][Si:39]([C:42]([CH3:43])([CH3:45])[CH3:44])([CH3:41])[CH3:40])[CH2:10]1)([C:4]([CH3:5])([CH3:6])[CH3:7])([CH3:3])[CH3:2], predict the reactants needed to synthesize it. The reactants are: [Si:1]([O:8][C@@H:9]1[C@@:26]2([CH3:27])[C:13](=[CH:14][CH:15]=[C:16]3[C@@H:25]2[CH2:24][CH2:23][C@@:21]2([CH3:22])[C@H:17]3[CH2:18][CH:19]=[C:20]2[CH2:28][O:29][CH2:30][C:31](OC(C)(C)C)=[O:32])[CH2:12][C@@H:11]([O:38][Si:39]([C:42]([CH3:45])([CH3:44])[CH3:43])([CH3:41])[CH3:40])[CH2:10]1)([C:4]([CH3:7])([CH3:6])[CH3:5])([CH3:3])[CH3:2].[CH2:46]([Mg]Br)[CH3:47].O1CC[CH2:52][CH2:51]1. (5) Given the product [F:1][C:2]1[CH:7]=[CH:6][CH:5]=[CH:4][C:3]=1[S:8]([NH:11][C:12]1[CH:21]=[CH:20][C:19]2[CH2:18][CH2:17][C:16]([CH3:22])([CH3:23])[CH2:15][C:14]=2[C:13]=1[C:25]([O:27][CH3:28])=[O:26])(=[O:10])=[O:9], predict the reactants needed to synthesize it. The reactants are: [F:1][C:2]1[CH:7]=[CH:6][CH:5]=[CH:4][C:3]=1[S:8]([NH:11][C:12]1[CH:21]=[CH:20][C:19]2[CH2:18][CH2:17][C:16]([CH3:23])([CH3:22])[C:15](=O)[C:14]=2[C:13]=1[C:25]([O:27][CH3:28])=[O:26])(=[O:10])=[O:9]. (6) Given the product [CH3:22][CH:20]([CH3:21])[CH2:19][C@H:18]([NH:17][C:16]([C:63]1[O:58][C:51]2[CH:57]=[CH:54][CH:55]=[CH:56][C:50]=2[CH:64]=1)=[O:35])[C:23](=[O:34])[NH:24][C@H:25]1[CH2:31][CH2:30][C@@H:29]([CH3:32])[N:28]([S:7]([C:2]2[CH:3]=[CH:4][CH:5]=[CH:6][N:1]=2)(=[O:9])=[O:8])[CH2:27][C:26]1=[O:33], predict the reactants needed to synthesize it. The reactants are: [N:1]1[CH:6]=[CH:5][CH:4]=[CH:3][C:2]=1[S:7](Cl)(=[O:9])=[O:8].C(O[C:16](=[O:35])[NH:17][C@H:18]([C:23](=[O:34])[NH:24][C@H:25]1[CH2:31][CH2:30][C@@H:29]([CH3:32])[NH:28][CH2:27][C@@H:26]1[OH:33])[CH2:19][CH:20]([CH3:22])[CH3:21])(C)(C)C.C(OC(=O)N[C@H](C(=O)N[C@@H:50]1[CH2:56][CH2:55][C@H:54]([CH3:57])NC[C@H:51]1[OH:58])CC(C)C)(C)(C)C.CN1CCO[CH2:64][CH2:63]1.